From a dataset of Reaction yield outcomes from USPTO patents with 853,638 reactions. Predict the reaction yield, written as a fraction of the theoretical maximum amount of product (1.0 means a 100% yield; for example, 0.34 means a 34% yield). (1) The reactants are [S:1]1[CH:5]=[CH:4][C:3]2[CH:6]=[C:7]([CH2:10][NH:11][CH3:12])[CH:8]=[CH:9][C:2]1=2.Cl.[O:14]=[C:15]1[NH:24][C:23]2[N:22]=[CH:21][C:20]([CH:25]=[CH:26][C:27]([OH:29])=O)=[CH:19][C:18]=2[CH2:17][CH2:16]1.C1C=CC2N(O)N=NC=2C=1.CCN(C(C)C)C(C)C.CCN=C=NCCCN(C)C.Cl. The catalyst is CN(C=O)C.O. The product is [S:1]1[CH:5]=[CH:4][C:3]2[CH:6]=[C:7]([CH2:10][N:11]([CH3:12])[C:27](=[O:29])/[CH:26]=[CH:25]/[C:20]3[CH:21]=[N:22][C:23]4[NH:24][C:15](=[O:14])[CH2:16][CH2:17][C:18]=4[CH:19]=3)[CH:8]=[CH:9][C:2]1=2. The yield is 0.780. (2) The reactants are [CH3:1][NH:2][C:3]1[CH:12]=[CH:11][C:10]2[CH2:9][CH2:8][CH2:7][CH2:6][C:5]=2[C:4]=1[N+:13]([O-])=O.[H][H]. The catalyst is CO.[Pd]. The product is [CH3:1][NH:2][C:3]1[C:4]([NH2:13])=[C:5]2[C:10](=[CH:11][CH:12]=1)[CH2:9][CH2:8][CH2:7][CH2:6]2. The yield is 0.610. (3) The reactants are [Cl:1][C:2]1[CH:7]=[CH:6][C:5]([S:8]([NH:11][CH2:12][C:13]2[CH:18]=[CH:17][C:16]([C:19]#[N:20])=[CH:15][CH:14]=2)(=[O:10])=[O:9])=[CH:4][CH:3]=1.[CH3:21][O:22][C:23]1[CH:24]=[C:25]([CH:28]=[CH:29][CH:30]=1)[CH2:26]Br. No catalyst specified. The product is [Cl:1][C:2]1[CH:7]=[CH:6][C:5]([S:8]([N:11]([CH2:12][C:13]2[CH:18]=[CH:17][C:16]([C:19]#[N:20])=[CH:15][CH:14]=2)[CH2:26][C:25]2[CH:28]=[CH:29][CH:30]=[C:23]([O:22][CH3:21])[CH:24]=2)(=[O:9])=[O:10])=[CH:4][CH:3]=1. The yield is 0.790. (4) The reactants are [N+:1]([C:4]1[CH:9]=[CH:8][C:7]([C:10]([OH:15])([CH2:13][OH:14])[CH2:11][OH:12])=[CH:6][CH:5]=1)([O-])=O. The catalyst is C(O)C.[Pd]. The product is [NH2:1][C:4]1[CH:5]=[CH:6][C:7]([C:10]([OH:15])([CH2:13][OH:14])[CH2:11][OH:12])=[CH:8][CH:9]=1. The yield is 0.950. (5) The reactants are [O-]S(C(F)(F)F)(=O)=O.C[N+]1C=CN([S:15]([O:18][C:19]2[CH:24]=[CH:23][CH:22]=[CH:21][CH:20]=2)(=[O:17])=[O:16])C=1.[CH:25]1([NH:29][CH2:30][C:31]2[CH:36]=[CH:35][C:34]([N:37]3[CH2:42][CH2:41][N:40]([C:43](=[O:45])[CH3:44])[CH2:39][CH2:38]3)=[CH:33][C:32]=2[F:46])[CH2:28][CH2:27][CH2:26]1.C(N(C(C)C)CC)(C)C. The catalyst is C(Cl)Cl. The product is [C:43]([N:40]1[CH2:39][CH2:38][N:37]([C:34]2[CH:35]=[CH:36][C:31]([CH2:30][N:29]([CH:25]3[CH2:26][CH2:27][CH2:28]3)[S:15](=[O:17])(=[O:16])[O:18][C:19]3[CH:24]=[CH:23][CH:22]=[CH:21][CH:20]=3)=[C:32]([F:46])[CH:33]=2)[CH2:42][CH2:41]1)(=[O:45])[CH3:44]. The yield is 0.296. (6) The reactants are Br[C:2]1[CH:7]=[C:6]([N+:8]([O-:10])=[O:9])[CH:5]=[CH:4][C:3]=1[NH:11][C:12]([CH3:15])([CH3:14])[CH3:13].[C:16]([Si:18]([CH3:21])([CH3:20])[CH3:19])#[CH:17].N#N. The catalyst is CCN(CC)CC.Cl[Pd](Cl)([P](C1C=CC=CC=1)(C1C=CC=CC=1)C1C=CC=CC=1)[P](C1C=CC=CC=1)(C1C=CC=CC=1)C1C=CC=CC=1.[Cu]I. The product is [C:12]([NH:11][C:3]1[CH:4]=[CH:5][C:6]([N+:8]([O-:10])=[O:9])=[CH:7][C:2]=1[C:17]#[C:16][Si:18]([CH3:21])([CH3:20])[CH3:19])([CH3:15])([CH3:14])[CH3:13]. The yield is 0.160. (7) The reactants are [OH:1][CH2:2][CH2:3][S:4]([CH2:7][CH2:8][O:9][C:10]([O:12][C:13]1[CH:18]=[CH:17][C:16]([N+:19]([O-:21])=[O:20])=[CH:15][CH:14]=1)=[O:11])(=[O:6])=[O:5].[NH2:22][CH2:23][CH2:24][CH2:25][NH:26][C:27]([C:40]1[CH:45]=[CH:44][C:43]([O:46][CH3:47])=[CH:42][CH:41]=1)([C:34]1[CH:39]=[CH:38][CH:37]=[CH:36][CH:35]=1)[C:28]1[CH:33]=[CH:32][CH:31]=[CH:30][CH:29]=1.Cl[C:49](OC1C=CC([N+]([O-])=O)=CC=1)=[O:50]. The catalyst is C(OCC)(=O)C. The product is [N+:19]([C:16]1[CH:17]=[CH:18][C:13]([O:12][C:10]([O:9][CH2:8][CH2:7][S:4]([CH2:3][CH2:2][O:1][C:49](=[O:50])[NH:22][CH2:23][CH2:24][CH2:25][NH:26][C:27]([C:40]2[CH:45]=[CH:44][C:43]([O:46][CH3:47])=[CH:42][CH:41]=2)([C:28]2[CH:33]=[CH:32][CH:31]=[CH:30][CH:29]=2)[C:34]2[CH:39]=[CH:38][CH:37]=[CH:36][CH:35]=2)(=[O:6])=[O:5])=[O:11])=[CH:14][CH:15]=1)([O-:21])=[O:20]. The yield is 0.350. (8) The reactants are Cl[C:2](=[N:13][OH:14])[C:3]1[CH:12]=[CH:11][C:6]([C:7]([O:9][CH3:10])=[O:8])=[CH:5][CH:4]=1.[C:15]([C:17]1[C:18]([O:29][CH2:30][C:31]2[CH:36]=[CH:35][C:34]([O:37][CH3:38])=[CH:33][CH:32]=2)=[N:19][C:20]([C:23]2[CH:28]=[CH:27][CH:26]=[CH:25][N:24]=2)=[N:21][CH:22]=1)#[CH:16].C(N(CC)CC)C. The catalyst is C1COCC1. The product is [CH3:38][O:37][C:34]1[CH:33]=[CH:32][C:31]([CH2:30][O:29][C:18]2[C:17]([C:15]3[O:14][N:13]=[C:2]([C:3]4[CH:12]=[CH:11][C:6]([C:7]([O:9][CH3:10])=[O:8])=[CH:5][CH:4]=4)[CH:16]=3)=[CH:22][N:21]=[C:20]([C:23]3[CH:28]=[CH:27][CH:26]=[CH:25][N:24]=3)[N:19]=2)=[CH:36][CH:35]=1. The yield is 0.380. (9) The reactants are [Cl:1][C:2]1[C:7]([Cl:8])=[CH:6][CH:5]=[CH:4][C:3]=1[S:9]([N:12]1[C:20]2[C:15](=[CH:16][CH:17]=[CH:18][CH:19]=2)[C:14](/[CH:21]=[C:22]2\[O:23][C:24]3[C:31]([CH2:32][N:33]4[CH2:38][CH2:37][N:36](C(OC(C)(C)C)=O)[CH2:35][CH2:34]4)=[C:30]([OH:46])[CH:29]=[CH:28][C:25]=3[C:26]\2=[O:27])=[CH:13]1)(=[O:11])=[O:10].FC(F)(F)C(O)=O. The catalyst is C(Cl)Cl. The product is [ClH:1].[ClH:1].[Cl:1][C:2]1[C:7]([Cl:8])=[CH:6][CH:5]=[CH:4][C:3]=1[S:9]([N:12]1[C:20]2[C:15](=[CH:16][CH:17]=[CH:18][CH:19]=2)[C:14](/[CH:21]=[C:22]2\[O:23][C:24]3[C:31]([CH2:32][N:33]4[CH2:38][CH2:37][NH:36][CH2:35][CH2:34]4)=[C:30]([OH:46])[CH:29]=[CH:28][C:25]=3[C:26]\2=[O:27])=[CH:13]1)(=[O:10])=[O:11]. The yield is 0.600.